From a dataset of Catalyst prediction with 721,799 reactions and 888 catalyst types from USPTO. Predict which catalyst facilitates the given reaction. (1) Reactant: C[O:2][C:3]1[CH:8]=[CH:7][C:6]([C:9]2[CH:13]=[CH:12][N:11]([CH3:14])[N:10]=2)=[CH:5][C:4]=1[CH3:15].Br. Product: [CH3:15][C:4]1[CH:5]=[C:6]([C:9]2[CH:13]=[CH:12][N:11]([CH3:14])[N:10]=2)[CH:7]=[CH:8][C:3]=1[OH:2]. The catalyst class is: 15. (2) Reactant: [C:1]([O:5][C:6](=[O:24])[N:7]([C:16]1[CH:21]=[CH:20][C:19](Br)=[C:18]([F:23])[N:17]=1)[CH2:8][C:9]1[CH:10]=[N:11][CH:12]=[C:13]([F:15])[CH:14]=1)([CH3:4])([CH3:3])[CH3:2].C([Mg]Cl)(C)C.[C:30]([O:34][C:35]([N:37]1[C:41]2=[N:42][CH:43]=[C:44]([Cl:46])[CH:45]=[C:40]2[C:39]([CH2:47]Cl)=[CH:38]1)=[O:36])([CH3:33])([CH3:32])[CH3:31].N. Product: [C:30]([O:34][C:35]([N:37]1[C:41]2=[N:42][CH:43]=[C:44]([Cl:46])[CH:45]=[C:40]2[C:39]([CH2:47][C:19]2[C:18]([F:23])=[N:17][C:16]([N:7]([C:6]([O:5][C:1]([CH3:4])([CH3:3])[CH3:2])=[O:24])[CH2:8][C:9]3[CH:10]=[N:11][CH:12]=[C:13]([F:15])[CH:14]=3)=[CH:21][CH:20]=2)=[CH:38]1)=[O:36])([CH3:33])([CH3:32])[CH3:31]. The catalyst class is: 7. (3) Reactant: [C:1]1(=[O:7])[O:6][C:4](=[O:5])[CH2:3][CH2:2]1.[CH2:8]([C:11]#[N:12])[CH2:9][OH:10]. Product: [C:11]([CH2:8][CH2:9][O:10][C:4](=[O:5])[CH2:3][CH2:2][C:1]([OH:6])=[O:7])#[N:12]. The catalyst class is: 11. (4) Reactant: [NH:1]1[C:10]2[C:5](=[CH:6][CH:7]=[CH:8][CH:9]=2)[CH:4]=[CH:3][C:2]1=[O:11].CN(C=O)C.[H-].[Na+].Br[CH2:20][CH2:21][CH2:22][Cl:23]. Product: [Cl:23][CH2:22][CH2:21][CH2:20][N:1]1[C:10]2[C:5](=[CH:6][CH:7]=[CH:8][CH:9]=2)[CH:4]=[CH:3][C:2]1=[O:11]. The catalyst class is: 25. (5) Product: [CH2:10]([O:12][C:13]([C:15]1[C:16]([S:9][CH2:7][CH3:8])=[N:17][C:18]2[C:23]([C:24]=1[CH3:25])=[CH:22][CH:21]=[C:20]([C:26]([CH3:29])([CH3:28])[CH3:27])[CH:19]=2)=[O:14])[CH3:11]. The catalyst class is: 18. Reactant: C([O-])([O-])=O.[K+].[K+].[CH2:7]([SH:9])[CH3:8].[CH2:10]([O:12][C:13]([C:15]1[C:16](Cl)=[N:17][C:18]2[C:23]([C:24]=1[CH3:25])=[CH:22][CH:21]=[C:20]([C:26]([CH3:29])([CH3:28])[CH3:27])[CH:19]=2)=[O:14])[CH3:11].CCCCCC.